Predict the reaction yield, written as a fraction of the theoretical maximum amount of product (1.0 means a 100% yield; for example, 0.34 means a 34% yield). From a dataset of Reaction yield outcomes from USPTO patents with 853,638 reactions. The reactants are [OH:1][C:2]1[CH:3]=[C:4]([CH:9]=[C:10]([N+:12]([O-:14])=[O:13])[CH:11]=1)[C:5]([O:7][CH3:8])=[O:6].[C:15](#N)[CH3:16].C(I)C.C(=O)([O-])[O-].[K+].[K+]. The catalyst is O. The product is [CH2:15]([O:1][C:2]1[CH:3]=[C:4]([CH:9]=[C:10]([N+:12]([O-:14])=[O:13])[CH:11]=1)[C:5]([O:7][CH3:8])=[O:6])[CH3:16]. The yield is 0.969.